This data is from Forward reaction prediction with 1.9M reactions from USPTO patents (1976-2016). The task is: Predict the product of the given reaction. (1) Given the reactants Cl.NC1CCN(C2C=C(C=C(Cl)N=2)C(N)=O)CC1.[Cl:19][C:20]1[C:24]([Cl:25])=[C:23]([CH3:26])[NH:22][C:21]=1[C:27]([NH:29][CH:30]1[CH2:35][CH2:34][N:33]([C:36]2[CH:41]=[C:40]([C:42]([NH:44][O:45][CH3:46])=[O:43])[N:39]=[C:38]([O:47][CH2:48][CH2:49][NH:50]C(=O)OC(C)(C)C)[N:37]=2)[CH2:32][CH2:31]1)=[O:28], predict the reaction product. The product is: [NH2:50][CH2:49][CH2:48][O:47][C:38]1[N:39]=[C:40]([C:42]([NH:44][O:45][CH3:46])=[O:43])[CH:41]=[C:36]([N:33]2[CH2:34][CH2:35][CH:30]([NH:29][C:27]([C:21]3[NH:22][C:23]([CH3:26])=[C:24]([Cl:25])[C:20]=3[Cl:19])=[O:28])[CH2:31][CH2:32]2)[N:37]=1. (2) Given the reactants [I:1][C:2]1[CH:3]=[C:4]([O:8][C:9]2[CH:10]=[C:11]([CH2:15][NH2:16])[CH:12]=[CH:13][CH:14]=2)[CH:5]=[CH:6][CH:7]=1.[C:17](O[C:17]([O:19][C:20]([CH3:23])([CH3:22])[CH3:21])=[O:18])([O:19][C:20]([CH3:23])([CH3:22])[CH3:21])=[O:18].C(N(CC)CC)C.C1COCC1, predict the reaction product. The product is: [C:20]([O:19][C:17](=[O:18])[NH:16][CH2:15][C:11]1[CH:12]=[CH:13][CH:14]=[C:9]([O:8][C:4]2[CH:5]=[CH:6][CH:7]=[C:2]([I:1])[CH:3]=2)[CH:10]=1)([CH3:23])([CH3:22])[CH3:21]. (3) Given the reactants [O:1]1[CH2:6][CH2:5][O:4][C:3]2[CH:7]=[C:8]([C:11]3[C:12]([CH3:38])=[C:13]([CH:35]=[CH:36][CH:37]=3)[CH2:14][O:15][C:16]3[CH:17]=[CH:18][C:19]([CH:33]=O)=[C:20]([CH:32]=3)[O:21][CH2:22][C:23]3[CH:24]=[C:25]([CH:29]=[CH:30][CH:31]=3)[C:26]([NH2:28])=[O:27])[CH:9]=[CH:10][C:2]1=2.[NH2:39][C@:40]([CH3:46])([CH2:44][OH:45])[C:41]([OH:43])=[O:42].C([BH3-])#N.[Na+], predict the reaction product. The product is: [C:26]([C:25]1[CH:24]=[C:23]([CH:31]=[CH:30][CH:29]=1)[CH2:22][O:21][C:20]1[CH:32]=[C:16]([O:15][CH2:14][C:13]2[CH:35]=[CH:36][CH:37]=[C:11]([C:8]3[CH:9]=[CH:10][C:2]4[O:1][CH2:6][CH2:5][O:4][C:3]=4[CH:7]=3)[C:12]=2[CH3:38])[CH:17]=[CH:18][C:19]=1[CH2:33][NH:39][C@:40]([CH3:46])([CH2:44][OH:45])[C:41]([OH:43])=[O:42])(=[O:27])[NH2:28]. (4) The product is: [CH3:13][O:14][C:15](=[O:32])[C@@H:16]([CH2:33][CH2:34][CH2:35][CH2:36][CH2:37][CH3:38])[C@@H:17]([OH:31])[CH2:18][CH2:19][CH2:20][CH2:21][CH2:22][O:23][CH2:24][C:25]1[CH:26]=[CH:27][CH:28]=[CH:29][CH:30]=1. Given the reactants C([Li])CCC.C(NC(C)C)(C)C.[CH3:13][O:14][C:15](=[O:32])[CH2:16][C@@H:17]([OH:31])[CH2:18][CH2:19][CH2:20][CH2:21][CH2:22][O:23][CH2:24][C:25]1[CH:30]=[CH:29][CH:28]=[CH:27][CH:26]=1.[CH3:33][CH2:34][CH2:35][CH2:36][CH2:37][C:38](C1C(O)=CC(OC)=CC=1O)=O.C(I)CCCCC, predict the reaction product. (5) Given the reactants [CH2:1]([N:3]([CH:16]1[CH2:21][CH2:20][CH2:19][C:18](O)([C:22]2[CH:23]=[N:24][O:25][CH:26]=2)[CH2:17]1)[C:4]1[CH:11]=[CH:10][C:7]([C:8]#[N:9])=[C:6]([C:12]([F:15])([F:14])[F:13])[CH:5]=1)[CH3:2].[OH-].[Na+], predict the reaction product. The product is: [CH2:1]([N:3]([CH:16]1[CH2:21][CH2:20][CH:19]=[C:18]([C:22]2[CH:23]=[N:24][O:25][CH:26]=2)[CH2:17]1)[C:4]1[CH:11]=[CH:10][C:7]([C:8]#[N:9])=[C:6]([C:12]([F:15])([F:14])[F:13])[CH:5]=1)[CH3:2]. (6) The product is: [OH:10][C:9]1[CH:8]=[C:7]([O:11][CH2:34][CH2:33][O:32][CH3:31])[CH:6]=[CH:5][C:4]=1[C:2](=[O:3])[CH3:1]. Given the reactants [CH3:1][C:2]([C:4]1[CH:5]=[CH:6][C:7]([OH:11])=[CH:8][C:9]=1[OH:10])=[O:3].C1(P(C2C=CC=CC=2)C2C=CC=CC=2)C=CC=CC=1.[CH3:31][O:32][CH2:33][CH2:34]O.N(C(OCC)=O)=NC(OCC)=O, predict the reaction product.